This data is from Forward reaction prediction with 1.9M reactions from USPTO patents (1976-2016). The task is: Predict the product of the given reaction. (1) Given the reactants [NH2:1][C@@H:2]1[CH2:7][CH2:6][C@H:5]([NH:8][C:9]2[CH:14]=[C:13]([N:15]([CH3:17])[CH3:16])[CH:12]=[C:11]([CH3:18])[N:10]=2)[CH2:4][CH2:3]1.[Cl:19][C:20]1[CH:21]=[C:22]([CH:26]=[CH:27][C:28]=1[F:29])[C:23](O)=[O:24].C1C=CC2N(O)N=NC=2C=1.O.CCN=C=NCCCN(C)C.Cl.C([O-])(O)=O.[Na+], predict the reaction product. The product is: [ClH:19].[Cl:19][C:20]1[CH:21]=[C:22]([CH:26]=[CH:27][C:28]=1[F:29])[C:23]([NH:1][C@H:2]1[CH2:3][CH2:4][C@@H:5]([NH:8][C:9]2[CH:14]=[C:13]([N:15]([CH3:17])[CH3:16])[CH:12]=[C:11]([CH3:18])[N:10]=2)[CH2:6][CH2:7]1)=[O:24]. (2) Given the reactants CC([O-])C.CC([O-])C.CC([O-])C.[Al+3].[CH:14]([C@@H:17]1[CH2:23][CH2:22][C:21]2([CH3:24])[CH:19]([O:20]2)[CH2:18]1)([CH3:16])[CH3:15].Cl, predict the reaction product. The product is: [CH:14]([C@H:17]1[CH2:18][CH:19]([OH:20])[C:21](=[CH2:24])[CH2:22][CH2:23]1)([CH3:16])[CH3:15].[CH:14]([C@H:17]1[CH2:18][CH:19]([OH:20])[C:21]([CH3:24])=[CH:22][CH2:23]1)([CH3:16])[CH3:15]. (3) Given the reactants CC1(C)C(C)(C)OB([C:9]2[CH:14]=[CH:13][N:12]=[C:11]([NH:15][C:16](=[O:19])[CH2:17][CH3:18])[CH:10]=2)O1.Br[C:22]1[C:23]([C:31]2[CH:36]=[CH:35][C:34]([F:37])=[CH:33][CH:32]=2)=[N:24][N:25]([CH2:27][CH2:28][O:29][CH3:30])[CH:26]=1.C(=O)([O-])[O-].[Cs+].[Cs+], predict the reaction product. The product is: [F:37][C:34]1[CH:33]=[CH:32][C:31]([C:23]2[C:22]([C:9]3[CH:14]=[CH:13][N:12]=[C:11]([NH:15][C:16](=[O:19])[CH2:17][CH3:18])[CH:10]=3)=[CH:26][N:25]([CH2:27][CH2:28][O:29][CH3:30])[N:24]=2)=[CH:36][CH:35]=1.